Dataset: Forward reaction prediction with 1.9M reactions from USPTO patents (1976-2016). Task: Predict the product of the given reaction. (1) Given the reactants [C:1]([O:4][C@@H:5]1[C@@H:10]([O:11][C:12](=[O:14])[CH3:13])[C@H:9]([O:15][C:16](=[O:18])[CH3:17])[C@@H:8]([CH2:19][O:20][C:21](=[O:23])[CH3:22])[O:7][C@H:6]1[C:24]1[CH:29]=[CH:28][C:27]([CH3:30])=[C:26]([CH2:31][C:32]2[S:33][C:34](Cl)=[CH:35][CH:36]=2)[CH:25]=1)(=[O:3])[CH3:2].[CH:38]([C:40]1[CH:41]=[C:42](B(O)O)[CH:43]=[CH:44][CH:45]=1)=[O:39], predict the reaction product. The product is: [C:1]([O:4][C@@H:5]1[C@@H:10]([O:11][C:12](=[O:14])[CH3:13])[C@H:9]([O:15][C:16](=[O:18])[CH3:17])[C@@H:8]([CH2:19][O:20][C:21](=[O:23])[CH3:22])[O:7][C@H:6]1[C:24]1[CH:29]=[CH:28][C:27]([CH3:30])=[C:26]([CH2:31][C:32]2[S:33][C:34]([C:44]3[CH:43]=[CH:42][CH:41]=[C:40]([CH:38]=[O:39])[CH:45]=3)=[CH:35][CH:36]=2)[CH:25]=1)(=[O:3])[CH3:2]. (2) Given the reactants C(OC([NH:11][C@H:12]1[CH2:17][CH2:16][N:15]([C:18]([O:20][CH2:21][CH3:22])=[O:19])[CH2:14][C@H:13]1[O:23][CH3:24])=O)C1C=CC=CC=1, predict the reaction product. The product is: [NH2:11][C@@H:12]1[CH2:17][CH2:16][N:15]([C:18]([O:20][CH2:21][CH3:22])=[O:19])[CH2:14][C@@H:13]1[O:23][CH3:24]. (3) Given the reactants [CH2:1]([CH:5]1[O:10][C:9]2([CH2:19][CH2:18][C:17]3[C:12](=[CH:13][CH:14]=[C:15]([C@H:20]4[CH2:29][CH2:28][C@@:22]5([NH:26][C:25](=[O:27])[O:24][CH2:23]5)[CH2:21]4)[CH:16]=3)[CH2:11]2)[CH2:8][CH:7](Cl)[CH2:6]1)[CH2:2][CH2:3][CH3:4].Cl, predict the reaction product. The product is: [CH2:1]([CH:5]1[O:10][C:9]2([CH2:19][CH2:18][C:17]3[C:12](=[CH:13][CH:14]=[C:15]([C@H:20]4[CH2:29][CH2:28][C@@:22]5([NH:26][C:25](=[O:27])[O:24][CH2:23]5)[CH2:21]4)[CH:16]=3)[CH2:11]2)[CH2:8][CH2:7][CH2:6]1)[CH2:2][CH2:3][CH3:4]. (4) Given the reactants [Cl:1][C:2]1[N:3]([CH2:10][C@:11]2([CH3:14])[CH2:13][O:12]2)[CH:4]=[C:5]([N+:7]([O-:9])=[O:8])[N:6]=1.[NH:15]1[CH2:20][CH2:19][CH:18]([NH:21][C:22](=[O:28])[O:23][C:24]([CH3:27])([CH3:26])[CH3:25])[CH2:17][CH2:16]1, predict the reaction product. The product is: [Cl:1][C:2]1[N:3]([CH2:10][C@:11]([OH:12])([CH3:14])[CH2:13][N:15]2[CH2:16][CH2:17][CH:18]([NH:21][C:22](=[O:28])[O:23][C:24]([CH3:26])([CH3:25])[CH3:27])[CH2:19][CH2:20]2)[CH:4]=[C:5]([N+:7]([O-:9])=[O:8])[N:6]=1.